Dataset: Catalyst prediction with 721,799 reactions and 888 catalyst types from USPTO. Task: Predict which catalyst facilitates the given reaction. (1) Reactant: [CH3:1][O:2][C:3]1[C:4]([CH3:27])=[C:5]([C:18]([O:25][CH3:26])=[C:19]([O:23][CH3:24])[C:20]=1[O:21][CH3:22])[CH2:6][C:7]1[CH:16]=[CH:15][C:10]([C:11]([O:13][CH3:14])=[O:12])=[C:9]([OH:17])[CH:8]=1.C(N(CC)CC)C.[F:35][C:36]([F:49])([F:48])[S:37](O[S:37]([C:36]([F:49])([F:48])[F:35])(=[O:39])=[O:38])(=[O:39])=[O:38]. Product: [CH3:1][O:2][C:3]1[C:4]([CH3:27])=[C:5]([C:18]([O:25][CH3:26])=[C:19]([O:23][CH3:24])[C:20]=1[O:21][CH3:22])[CH2:6][C:7]1[CH:16]=[CH:15][C:10]([C:11]([O:13][CH3:14])=[O:12])=[C:9]([O:17][S:37]([C:36]([F:49])([F:48])[F:35])(=[O:39])=[O:38])[CH:8]=1. The catalyst class is: 172. (2) Reactant: Br[C:2]1[CH:3]=[CH:4][CH:5]=[C:6]2[C:11]=1[N:10]=[C:9]([C:12]([F:15])([F:14])[F:13])[CH:8]=[C:7]2[Cl:16].[CH2:17](N(CC)CC)[CH3:18]. Product: [Cl:16][C:7]1[C:6]2[C:11](=[C:2]([CH:17]=[CH2:18])[CH:3]=[CH:4][CH:5]=2)[N:10]=[C:9]([C:12]([F:15])([F:14])[F:13])[CH:8]=1. The catalyst class is: 8. (3) Reactant: CO[C:3](=[O:15])[C:4]([CH3:14])([CH3:13])[CH2:5][O:6][CH:7]1[CH2:12][CH2:11][CH2:10][CH2:9][O:8]1.[C:16](#[N:18])[CH3:17].[H-].[Na+]. Product: [CH3:14][C:4]([CH3:13])([CH2:5][O:6][CH:7]1[CH2:12][CH2:11][CH2:10][CH2:9][O:8]1)[C:3](=[O:15])[CH2:17][C:16]#[N:18]. The catalyst class is: 11. (4) The catalyst class is: 9. Product: [Br:30][C:31]1[CH:32]=[CH:33][C:34]([CH:37]=[C:3]([CH3:4])[CH3:2])=[CH:35][N:36]=1. Reactant: [I-].[CH3:2][CH:3]([P+](C1C=CC=CC=1)(C1C=CC=CC=1)C1C=CC=CC=1)[CH3:4].CC(C)([O-])C.[K+].[Br:30][C:31]1[N:36]=[CH:35][C:34]([CH:37]=O)=[CH:33][CH:32]=1.[Cl-].[NH4+]. (5) Reactant: [C:1]([C:5]1[CH:6]=[C:7]([N:19]2[C:23]([CH2:24][CH:25]3[CH2:30][CH2:29][CH2:28][CH2:27][CH2:26]3)=[N:22][C:21]([C:31]([O:33]C)=[O:32])=[N:20]2)[CH:8]=[CH:9][C:10]=1[S:11](=[O:18])(=[O:17])[NH:12][C:13]([CH3:16])([CH3:15])[CH3:14])([CH3:4])([CH3:3])[CH3:2].O[Li].O. Product: [C:1]([C:5]1[CH:6]=[C:7]([N:19]2[C:23]([CH2:24][CH:25]3[CH2:26][CH2:27][CH2:28][CH2:29][CH2:30]3)=[N:22][C:21]([C:31]([OH:33])=[O:32])=[N:20]2)[CH:8]=[CH:9][C:10]=1[S:11](=[O:18])(=[O:17])[NH:12][C:13]([CH3:16])([CH3:14])[CH3:15])([CH3:2])([CH3:3])[CH3:4]. The catalyst class is: 90. (6) Reactant: [CH2:1]([O:8][CH2:9][C@H:10]([OH:48])[CH2:11][NH:12][CH2:13][C@@H:14]1[C@H:17]([NH:18][C:19](=[O:46])/[C:20](=[N:34]\[O:35][C:36]([CH3:45])([CH3:44])[C:37]([O:39][C:40]([CH3:43])([CH3:42])[CH3:41])=[O:38])/[C:21]2[N:22]=[C:23]([NH:26][C:27]([O:29][C:30]([CH3:33])([CH3:32])[CH3:31])=[O:28])[S:24][CH:25]=2)[C:16](=[O:47])[NH:15]1)[C:2]1[CH:7]=[CH:6][CH:5]=[CH:4][CH:3]=1.C1N=CN([C:54](N2C=NC=C2)=[O:55])C=1. Product: [CH2:1]([O:8][CH2:9][C@@H:10]1[O:48][C:54](=[O:55])[N:12]([CH2:13][C@@H:14]2[C@H:17]([NH:18][C:19](=[O:46])/[C:20](=[N:34]\[O:35][C:36]([CH3:45])([CH3:44])[C:37]([O:39][C:40]([CH3:43])([CH3:42])[CH3:41])=[O:38])/[C:21]3[N:22]=[C:23]([NH:26][C:27]([O:29][C:30]([CH3:33])([CH3:32])[CH3:31])=[O:28])[S:24][CH:25]=3)[C:16](=[O:47])[NH:15]2)[CH2:11]1)[C:2]1[CH:3]=[CH:4][CH:5]=[CH:6][CH:7]=1. The catalyst class is: 2. (7) Reactant: C(OC([N:8]1[CH2:12][C@H:11]([NH:13][C:14]2[CH:19]=[CH:18][C:17]([Br:20])=[CH:16][C:15]=2[N+:21]([O-:23])=[O:22])[CH2:10][C@@H:9]1[CH2:24][OH:25])=O)(C)(C)C.[ClH:26]. Product: [ClH:26].[Br:20][C:17]1[CH:18]=[CH:19][C:14]([NH:13][C@H:11]2[CH2:12][NH:8][C@@H:9]([CH2:24][OH:25])[CH2:10]2)=[C:15]([N+:21]([O-:23])=[O:22])[CH:16]=1. The catalyst class is: 269. (8) Reactant: [C:1]([O:5][C:6](=[O:38])[CH2:7][C@H:8]([NH:16][S:17]([C:20]1[CH:25]=[CH:24][C:23]([NH:26][C:27](=[O:29])[CH3:28])=[CH:22][C:21]=1[O:30]CC1C=CC=CC=1)(=[O:19])=[O:18])[CH:9]([O:13][CH2:14][CH3:15])[O:10][CH2:11][CH3:12])([CH3:4])([CH3:3])[CH3:2].[H][H]. Product: [C:1]([O:5][C:6](=[O:38])[CH2:7][C@H:8]([NH:16][S:17]([C:20]1[CH:25]=[CH:24][C:23]([NH:26][C:27](=[O:29])[CH3:28])=[CH:22][C:21]=1[OH:30])(=[O:19])=[O:18])[CH:9]([O:10][CH2:11][CH3:12])[O:13][CH2:14][CH3:15])([CH3:3])([CH3:4])[CH3:2]. The catalyst class is: 304.